Dataset: Retrosynthesis with 50K atom-mapped reactions and 10 reaction types from USPTO. Task: Predict the reactants needed to synthesize the given product. (1) Given the product CCC(=CC(CNC(=O)c1ccc[n+]([O-])c1)=NO)C(C)[N+](=O)[O-], predict the reactants needed to synthesize it. The reactants are: CCC(=CC(CNC(=O)c1cccnc1)=NO)C(C)[N+](=O)[O-].O=C(OO)c1cccc(Cl)c1. (2) Given the product CCc1cc(-c2cccs2)ncc1N(C)c1cc2c(cn1)ncn2C, predict the reactants needed to synthesize it. The reactants are: CCc1cc(-c2cccs2)ncc1Nc1cc2c(cn1)ncn2C.CI.